Dataset: Peptide-MHC class II binding affinity with 134,281 pairs from IEDB. Task: Regression. Given a peptide amino acid sequence and an MHC pseudo amino acid sequence, predict their binding affinity value. This is MHC class II binding data. The peptide sequence is RKVCYNAVLTHVKIN. The MHC is DRB1_1101 with pseudo-sequence DRB1_1101. The binding affinity (normalized) is 0.297.